From a dataset of Forward reaction prediction with 1.9M reactions from USPTO patents (1976-2016). Predict the product of the given reaction. (1) Given the reactants [H-].[Al+3].[Li+].[H-].[H-].[H-].[CH3:7][O:8][C:9]1[CH:10]=[C:11]2[C:16](=[CH:17][CH:18]=1)[C:15](=O)[NH:14][CH2:13][CH2:12]2.[OH-].[Na+], predict the reaction product. The product is: [CH3:7][O:8][C:9]1[CH:10]=[C:11]2[C:16](=[CH:17][CH:18]=1)[CH2:15][NH:14][CH2:13][CH2:12]2. (2) Given the reactants [NH:1]1[CH2:6][CH2:5][O:4][CH2:3][CH2:2]1.C[Al](C)C.C[O:12][C:13](=O)[CH2:14][O:15][C:16]1[C:25]([O:26][CH3:27])=[CH:24][CH:23]=[C:22]2[C:17]=1[CH2:18][CH2:19][N:20]1[CH2:31][C@H:30]([C:32]3[CH:33]=[C:34]([CH3:38])[CH:35]=[CH:36][CH:37]=3)/[C:29](=[N:39]/[O:40][CH2:41][C:42]3[CH:47]=[CH:46][CH:45]=[CH:44][CH:43]=3)/[CH2:28][C@H:21]12, predict the reaction product. The product is: [CH2:41]([O:40][N:39]=[C:29]1[CH:30]([C:32]2[CH:33]=[C:34]([CH3:38])[CH:35]=[CH:36][CH:37]=2)[CH2:31][N:20]2[CH2:19][CH2:18][C:17]3[C:22]([CH:21]2[CH2:28]1)=[CH:23][CH:24]=[C:25]([O:26][CH3:27])[C:16]=3[O:15][CH2:14][C:13]([N:1]1[CH2:6][CH2:5][O:4][CH2:3][CH2:2]1)=[O:12])[C:42]1[CH:47]=[CH:46][CH:45]=[CH:44][CH:43]=1. (3) Given the reactants [CH3:1][C:2]([CH3:7])([CH3:6])[C:3](O)=O.[Cl:8][C:9]1[C:14]([C:15]#[N:16])=[CH:13][CH:12]=C[N:10]=1.S(OOS([O-])(=O)=O)([O-])(=O)=O.[NH4+].[NH4+].[NH4+].[OH-], predict the reaction product. The product is: [C:2]([C:3]1[N:10]=[C:9]([Cl:8])[C:14]([C:15]#[N:16])=[CH:13][CH:12]=1)([CH3:7])([CH3:6])[CH3:1]. (4) Given the reactants Br[C:2]1[CH:7]=[CH:6][C:5]([CH2:8][N:9]2[C:15](=[O:16])[C:14]3[C:17]([F:24])=[CH:18][C:19]([CH:21]4[CH2:23][CH2:22]4)=[CH:20][C:13]=3[O:12][CH2:11][CH2:10]2)=[C:4]([CH3:25])[CH:3]=1.Cl[C:27]1[CH:32]=[CH:31][N:30]=[C:29]([NH2:33])[C:28]=1[N+:34]([O-])=O.CC1(C)C(C)(C)OB(B2OC(C)(C)C(C)(C)O2)O1.[OH:55][CH:56]([CH2:67][OH:68])[CH2:57][O:58][C:59]1[CH:60]=[CH:61][C:62]([CH:65]=O)=[N:63][CH:64]=1, predict the reaction product. The product is: [CH:21]1([C:19]2[CH:18]=[C:17]([F:24])[C:14]3[C:15](=[O:16])[N:9]([CH2:8][C:5]4[CH:6]=[CH:7][C:2]([C:27]5[CH:32]=[CH:31][N:30]=[C:29]6[NH:33][C:65]([C:62]7[CH:61]=[CH:60][C:59]([O:58][CH2:57][CH:56]([OH:55])[CH2:67][OH:68])=[CH:64][N:63]=7)=[N:34][C:28]=56)=[CH:3][C:4]=4[CH3:25])[CH2:10][CH2:11][O:12][C:13]=3[CH:20]=2)[CH2:23][CH2:22]1. (5) Given the reactants [OH:1][CH:2]([C:14]1[C:22]([CH2:23][O:24][C:25]2C=CC=C[CH:26]=2)=[CH:21][C:20]([CH3:31])=[C:19]2[C:15]=1[CH:16]=[CH:17][N:18]2S(C1C=CC(C)=CC=1)(=O)=O)[C:3]1[NH:7][C:6]2[CH:8]=[CH:9][C:10]([C:12]#[N:13])=[CH:11][C:5]=2[N:4]=1.C(N)CC(C)C.[OH-].[K+], predict the reaction product. The product is: [CH2:25]([O:24][CH2:23][C:22]1[C:14]([CH:2]([OH:1])[C:3]2[NH:7][C:6]3[CH:8]=[CH:9][C:10]([C:12]#[N:13])=[CH:11][C:5]=3[N:4]=2)=[C:15]2[C:19](=[C:20]([CH3:31])[CH:21]=1)[NH:18][CH:17]=[CH:16]2)[CH3:26].